This data is from Experimentally validated miRNA-target interactions with 360,000+ pairs, plus equal number of negative samples. The task is: Binary Classification. Given a miRNA mature sequence and a target amino acid sequence, predict their likelihood of interaction. (1) The miRNA is hsa-miR-6732-3p with sequence UAACCCUGUCCUCUCCCUCCCAG. The protein sequence of the target gene is MADISLDELIRKRGAAAKGRLNARPGVGGVRSRVGIQQGLLSQSTRTATFQQRFDARQKIGLSDARLKLGVKDAREKLLQKDARFRIKGKVQDAREMLNSRKQQTTVPQKPRQVADAREKISLKRSSPAAFINPPIGTVTPALKLTKTIQVPQQKAMAPLHPHPAGMRINVVNNHQAKQNLYDLDEDDDGIASVPTKQMKFAASGGFLHHMAGLSSSKLSMSKALPLTKVVQNDAYTAPALPSSIRTKALTNMSRTLVNKEEPPKELPAAEPVLSPLEGTKMTVNNLHPRVTEEDIVELF.... Result: 0 (no interaction). (2) The miRNA is mmu-miR-3061-5p with sequence CAGUGGGCCGUGAAAGGUAGCC. The protein sequence of the target gene is MERRMKAGYLDQQVPYTFSSKSPGNGSLREALIGPLGKLMDPGSLPPLDSEDLFQDLSHFQETWLAEAQVPDSDEQFVPDFHSENLAFHSPTTRIKKEPQSPRTDPALSCSRKPPLPYHHGEQCLYSSAYDPPRQIAIKSPAPGALGQSPLQPFPRAEQRNFLRSSGTSQPHPGHGYLGEHSSVFQQPLDICHSFTSQGGGREPLPAPYQHQLSEPCPPYPQQSFKQEYHDPLYEQAGQPAVDQGGVNGHRYPGAGVVIKQEQTDFAYDSDVTGCASMYLHTEGFSGPSPGDGAMGYGYE.... Result: 0 (no interaction). (3) The miRNA is hsa-miR-5700 with sequence UAAUGCAUUAAAUUAUUGAAGG. The protein sequence of the target gene is MDLMSALSLGELALSFSRVPLFPVFDLSYFIVSIIYLKYEPGAVELSRRHPVASWLCAMLHCFGSYILADLLLGEPIIDYFSNSSSILLASGVWYLIFFCPLDLFYKCVCFLPVKLIFVAMKEVVRVRKIAVGIHHAHHHYHHGWFIMIATGWVKGSGVALLSNVEQLLRGVWKPETNEILHMSFPTKASLYGAILFTLQQTRWLPVSKASLIFVFTMFMVSCKVFLTATHSHSSPFDILEGYICPVLFGATWGGDHHHDNHGAPHGMGLGTQHSGLPAKAKEELGEGSRKKKTKKAD. Result: 0 (no interaction). (4) The miRNA is hsa-let-7d-5p with sequence AGAGGUAGUAGGUUGCAUAGUU. The protein sequence of the target gene is MADKEAGGSDGPRETAPTSAYSSPARSLGDTGITPLSPSHIVNDTDSNVSEQQSFLVVVAVDFGTTSSGYAYSFTKEPECIHVMRRWEGGDPGVSNQKTPTTILLTPERKFHSFGYAARDFYHDLDPNEAKQWLYLEKFKMKLHTTGDLTMDTDLTAANGKKVKALEIFAYALQYFKEQALKELSDQAGSEFENSDVRWVITVPAIWKQPAKQFMRQAAYQAGLASPENSEQLIIALEPEAASIYCRKLRLHQMIELSSKAAVNGYSGSDTVGAGFTQAKEHIRRNRQSRTFLVENVIGE.... Result: 0 (no interaction).